Dataset: Full USPTO retrosynthesis dataset with 1.9M reactions from patents (1976-2016). Task: Predict the reactants needed to synthesize the given product. (1) Given the product [F:13][C:12]([F:14])([F:15])[C:10]1[CH:11]=[C:6]([CH:4]([NH2:1])[CH3:5])[CH:7]=[C:8]([C:16]([F:17])([F:18])[F:19])[CH:9]=1, predict the reactants needed to synthesize it. The reactants are: [N:1]([CH:4]([C:6]1[CH:11]=[C:10]([C:12]([F:15])([F:14])[F:13])[CH:9]=[C:8]([C:16]([F:19])([F:18])[F:17])[CH:7]=1)[CH3:5])=[N+]=[N-].[H][H]. (2) Given the product [CH3:1][C:2]1[S:6][C:5]([C:7](=[O:9])[CH3:16])=[C:4]2[CH2:10][CH2:11][C:12]([CH3:15])([CH3:14])[CH2:13][C:3]=12, predict the reactants needed to synthesize it. The reactants are: [CH3:1][C:2]1[S:6][C:5]([C:7]([OH:9])=O)=[C:4]2[CH2:10][CH2:11][C:12]([CH3:15])([CH3:14])[CH2:13][C:3]=12.[CH2:16](OCC)C. (3) The reactants are: [CH3:1][S:2]([O:5][CH2:6][CH3:7])(=[O:4])=[O:3].[Li+].CCC[CH2-].[P:13](Cl)(=[O:20])([O:17][CH2:18][CH3:19])[O:14][CH2:15][CH3:16]. Given the product [CH2:15]([O:14][P:13]([CH2:1][S:2]([O:5][CH2:6][CH3:7])(=[O:4])=[O:3])([O:17][CH2:18][CH3:19])=[O:20])[CH3:16], predict the reactants needed to synthesize it. (4) Given the product [C:1]([O:15][C:12]1[CH:13]=[CH:14][C:9]([NH:8][C:24](=[O:26])[CH3:25])=[C:10]([CH3:17])[C:11]=1[F:16])(=[O:3])[CH3:2], predict the reactants needed to synthesize it. The reactants are: [C:1](OC(=O)C)(=[O:3])[CH3:2].[NH2:8][C:9]1[CH:14]=[CH:13][C:12]([OH:15])=[C:11]([F:16])[C:10]=1[CH3:17].N1C=CC=CC=1.[C:24](OCC)(=[O:26])[CH3:25]. (5) Given the product [OH:19][C:14]1[CH:15]=[CH:16][CH:17]=[CH:18][C:13]=1[C:11]1[N:12]=[C:8]([CH2:7][CH2:6][CH2:5][CH2:4][C:3]([OH:21])=[O:2])[S:9][CH:10]=1, predict the reactants needed to synthesize it. The reactants are: C[O:2][C:3](=[O:21])[CH2:4][CH2:5][CH2:6][CH2:7][C:8]1[S:9][CH:10]=[C:11]([C:13]2[CH:18]=[CH:17][CH:16]=[CH:15][C:14]=2[O:19]C)[N:12]=1.Br.[OH-].[Na+]. (6) Given the product [F:1][C:2]1[CH:10]=[CH:9][C:5]([C:6]([NH:26][C:24]2[CH:23]=[CH:22][CH:21]=[C:20]([CH3:19])[N:25]=2)=[O:8])=[CH:4][C:3]=1[N:11]([CH3:18])[C:12]1[CH:13]=[N:14][CH:15]=[N:16][CH:17]=1, predict the reactants needed to synthesize it. The reactants are: [F:1][C:2]1[CH:10]=[CH:9][C:5]([C:6]([OH:8])=O)=[CH:4][C:3]=1[N:11]([CH3:18])[C:12]1[CH:13]=[N:14][CH:15]=[N:16][CH:17]=1.[CH3:19][C:20]1[N:25]=[C:24]([NH2:26])[CH:23]=[CH:22][CH:21]=1.F[P-](F)(F)(F)(F)F.N1(OC(N(C)C)=[N+](C)C)C2N=CC=CC=2N=N1.C(N(CC)C(C)C)(C)C.